Task: Predict the reactants needed to synthesize the given product.. Dataset: Full USPTO retrosynthesis dataset with 1.9M reactions from patents (1976-2016) (1) The reactants are: [Br:1][C:2]1[CH:3]=[C:4]([OH:11])[CH:5]=[C:6]([N+:8]([O-])=O)[CH:7]=1.O.[Cl-].[NH4+]. Given the product [NH2:8][C:6]1[CH:5]=[C:4]([OH:11])[CH:3]=[C:2]([Br:1])[CH:7]=1, predict the reactants needed to synthesize it. (2) Given the product [C:11]([O:1][CH2:2][CH2:3][NH:4][C:5]1[CH:10]=[CH:9][CH:8]=[CH:7][CH:6]=1)(=[O:12])[CH:13]=[CH2:14], predict the reactants needed to synthesize it. The reactants are: [OH:1][CH2:2][CH2:3][NH:4][C:5]1[CH:10]=[CH:9][CH:8]=[CH:7][CH:6]=1.[C:11]1([CH:14]=[CH:13][C:11]([OH:12])=[CH:14][CH:13]=1)[OH:12].C1(C)C=CC(S(O)(=O)=O)=CC=1.C(O)(=O)C=C. (3) Given the product [CH3:21][C:18]1([CH3:22])[C:19](=[O:20])[N:15]([C:9]2[CH:10]=[CH:11][C:12]([O:13][CH3:14])=[C:7]([CH:8]=2)[O:6][CH2:5][CH:4]=[O:3])[C:16](=[O:34])[N:17]1[CH2:23][C:24]1[C:33]2[C:28](=[CH:29][CH:30]=[CH:31][CH:32]=2)[N:27]=[CH:26][CH:25]=1, predict the reactants needed to synthesize it. The reactants are: C([O:3][CH:4](OCC)[CH2:5][O:6][C:7]1[CH:8]=[C:9]([N:15]2[C:19](=[O:20])[C:18]([CH3:22])([CH3:21])[N:17]([CH2:23][C:24]3[C:33]4[C:28](=[CH:29][CH:30]=[CH:31][CH:32]=4)[N:27]=[CH:26][CH:25]=3)[C:16]2=[O:34])[CH:10]=[CH:11][C:12]=1[O:13][CH3:14])C.Cl.C1(C)C=CC=CC=1. (4) Given the product [CH3:14][C:13]([C:11]1[S:12][C:8]([C:6]2[CH:5]=[CH:4][N:3]=[C:2]([CH2:40][CH2:39][C:37]([OH:41])([CH3:38])[CH3:36])[N:7]=2)=[C:9]([C:17]2[C:18]([F:35])=[C:19]([NH:23][S:24]([C:27]3[CH:32]=[C:31]([F:33])[CH:30]=[CH:29][C:28]=3[F:34])(=[O:26])=[O:25])[CH:20]=[CH:21][CH:22]=2)[N:10]=1)([CH3:16])[CH3:15], predict the reactants needed to synthesize it. The reactants are: Cl[C:2]1[N:7]=[C:6]([C:8]2[S:12][C:11]([C:13]([CH3:16])([CH3:15])[CH3:14])=[N:10][C:9]=2[C:17]2[C:18]([F:35])=[C:19]([NH:23][S:24]([C:27]3[CH:32]=[C:31]([F:33])[CH:30]=[CH:29][C:28]=3[F:34])(=[O:26])=[O:25])[CH:20]=[CH:21][CH:22]=2)[CH:5]=[CH:4][N:3]=1.[CH3:36][C:37]([OH:41])([CH:39]=[CH2:40])[CH3:38]. (5) Given the product [C:2]1([C@H:12]([NH:14][CH2:15][CH2:16][CH2:17][C:18]2[CH:19]=[C:20]([CH:26]=[CH:27][CH:28]=2)[C:21]([OH:23])=[O:22])[CH3:13])[C:11]2[C:6](=[CH:7][CH:8]=[CH:9][CH:10]=2)[CH:5]=[CH:4][CH:3]=1, predict the reactants needed to synthesize it. The reactants are: Cl.[C:2]1([C@H:12]([NH:14][CH2:15][CH2:16][CH2:17][C:18]2[CH:19]=[C:20]([CH:26]=[CH:27][CH:28]=2)[C:21]([O:23]CC)=[O:22])[CH3:13])[C:11]2[C:6](=[CH:7][CH:8]=[CH:9][CH:10]=2)[CH:5]=[CH:4][CH:3]=1.[OH-].[K+].O.CO. (6) Given the product [Cl:1][C:2]1[CH:7]=[C:6]([Cl:8])[CH:5]=[CH:4][C:3]=1[N:9]1[C:13]([C:14]2[CH:19]=[CH:18][C:17]([O:20][CH2:21][CH2:22][C:23]([F:24])([F:26])[F:25])=[CH:16][CH:15]=2)=[C:12]([CH3:27])[C:11]([C:28]([Cl:34])=[O:29])=[N:10]1, predict the reactants needed to synthesize it. The reactants are: [Cl:1][C:2]1[CH:7]=[C:6]([Cl:8])[CH:5]=[CH:4][C:3]=1[N:9]1[C:13]([C:14]2[CH:19]=[CH:18][C:17]([O:20][CH2:21][CH2:22][C:23]([F:26])([F:25])[F:24])=[CH:16][CH:15]=2)=[C:12]([CH3:27])[C:11]([C:28](O)=[O:29])=[N:10]1.C(Cl)(=O)C([Cl:34])=O.CN(C=O)C. (7) Given the product [CH3:27][O:26][C:24]([C:20]1[CH:19]=[C:18]([N:4]2[CH2:22][CH2:23][CH2:18][CH:19]([C:1]([OH:3])=[O:2])[CH2:20]2)[CH:23]=[CH:22][CH:21]=1)=[O:25], predict the reactants needed to synthesize it. The reactants are: [CH:1]([O-:3])=[O:2].[NH4+:4].N1CCCC(C(OCC2([C:18]3[CH:23]=[CH:22][CH:21]=[C:20]([C:24]([O:26][CH3:27])=[O:25])[CH:19]=3)C=CC=CC2)=O)C1. (8) Given the product [CH3:1][C:2]1[CH:3]=[C:4]([C:8]2[O:12][C:11]([NH:13][C:14]3[CH:15]=[CH:16][CH:17]=[C:18]4[C:23]=3[CH2:22][CH:21]([OH:24])[CH2:20][CH2:19]4)=[N:10][CH:9]=2)[CH:5]=[CH:6][CH:7]=1, predict the reactants needed to synthesize it. The reactants are: [CH3:1][C:2]1[CH:3]=[C:4]([C:8]2[O:12][C:11]([NH:13][C:14]3[CH:15]=[CH:16][CH:17]=[C:18]4[C:23]=3[CH2:22][C:21](=[O:24])[CH2:20][CH2:19]4)=[N:10][CH:9]=2)[CH:5]=[CH:6][CH:7]=1.FC(F)(F)C1C=CC(C2OC(NC3C=CC=C4C=3CC(=O)CC4)=NC=2)=CC=1.